Dataset: Forward reaction prediction with 1.9M reactions from USPTO patents (1976-2016). Task: Predict the product of the given reaction. (1) Given the reactants Cl[CH2:2][C:3]([C:5]1[CH:10]=[CH:9][C:8]([F:11])=[CH:7][CH:6]=1)=[O:4].[Na].[C:13]([O:19][CH2:20][CH3:21])(=[O:18])[CH2:14][C:15]([CH3:17])=[O:16].[I-].[Na+], predict the reaction product. The product is: [CH2:20]([O:19][C:13](=[O:18])[CH:14]([CH2:2][C:3]([C:5]1[CH:10]=[CH:9][C:8]([F:11])=[CH:7][CH:6]=1)=[O:4])[C:15](=[O:16])[CH3:17])[CH3:21]. (2) Given the reactants [Cl:1][C:2]1[CH:3]=[C:4]([C@@H:12]([CH2:25][CH:26]2[CH2:30][CH2:29][CH2:28][CH2:27]2)[C:13]([NH:15][C:16]2[CH:21]=[N:20][C:19]([CH2:22][S:23][CH3:24])=[CH:18][N:17]=2)=[O:14])[CH:5]=[CH:6][C:7]=1[S:8]([CH3:11])(=[O:10])=[O:9].[OH:31]O, predict the reaction product. The product is: [Cl:1][C:2]1[CH:3]=[C:4]([C@@H:12]([CH2:25][CH:26]2[CH2:27][CH2:28][CH2:29][CH2:30]2)[C:13]([NH:15][C:16]2[CH:21]=[N:20][C:19]([CH2:22][S:23]([CH3:24])=[O:31])=[CH:18][N:17]=2)=[O:14])[CH:5]=[CH:6][C:7]=1[S:8]([CH3:11])(=[O:9])=[O:10]. (3) Given the reactants [C:1]12([CH3:11])[C:8]([CH3:10])([CH3:9])[CH:5]([CH2:6][CH2:7]1)[CH2:4][C:2]2=[O:3].[N+]([O-])(O)=[O:13].[H-].[Al+3].[Li+].[H-].[H-].[H-], predict the reaction product. The product is: [CH3:11][C:1]1([CH2:2][OH:3])[CH2:7][CH2:6][CH:5]([CH2:4][OH:13])[C:8]1([CH3:10])[CH3:9]. (4) Given the reactants [CH2:1]([O:8][C:9]1[CH:14]=[CH:13][C:12]([N:15]([CH3:57])[C:16]([C:18]2[CH:19]=[C:20]([C:25]3[CH:26]=[C:27]4[C:32](=[CH:33][C:34]=3[C:35]([N:37]3[C@H:46]([CH2:47][N:48]5[CH2:53][CH2:52][O:51][CH2:50][CH2:49]5)[CH2:45][C:44]5[C:39](=[CH:40][CH:41]=[CH:42][CH:43]=5)[CH2:38]3)=[O:36])[CH2:31][N:30]([C:54](Cl)=[O:55])[CH2:29][CH2:28]4)[N:21]([CH3:24])[C:22]=2[CH3:23])=[O:17])=[CH:11][CH:10]=1)[C:2]1[CH:7]=[CH:6][CH:5]=[CH:4][CH:3]=1.C(=O)([O-])[O-].[K+].[K+].[Cl:64][C:65]1[CH:66]=[C:67]([OH:72])[CH:68]=[CH:69][C:70]=1[Cl:71], predict the reaction product. The product is: [CH2:1]([O:8][C:9]1[CH:14]=[CH:13][C:12]([N:15]([CH3:57])[C:16]([C:18]2[CH:19]=[C:20]([C:25]3[CH:26]=[C:27]4[C:32](=[CH:33][C:34]=3[C:35]([N:37]3[C@H:46]([CH2:47][N:48]5[CH2:53][CH2:52][O:51][CH2:50][CH2:49]5)[CH2:45][C:44]5[C:39](=[CH:40][CH:41]=[CH:42][CH:43]=5)[CH2:38]3)=[O:36])[CH2:31][N:30]([C:54]([O:72][C:67]3[CH:68]=[CH:69][C:70]([Cl:71])=[C:65]([Cl:64])[CH:66]=3)=[O:55])[CH2:29][CH2:28]4)[N:21]([CH3:24])[C:22]=2[CH3:23])=[O:17])=[CH:11][CH:10]=1)[C:2]1[CH:7]=[CH:6][CH:5]=[CH:4][CH:3]=1. (5) Given the reactants C([Li])CCC.CCCCCC.Br[C:13]1[CH:18]=[CH:17][CH:16]=[CH:15][CH:14]=1.C1(CO[CH2:24][C:25]2([OH:39])[CH2:31][O:30][CH2:29][CH2:28][N:27]([C:32]([O:34][C:35]([CH3:38])([CH3:37])[CH3:36])=[O:33])[CH2:26]2)CC1.S([O-])(O)(=O)=O.[Na+], predict the reaction product. The product is: [CH2:24]([C:25]1([OH:39])[CH2:31][O:30][CH2:29][CH2:28][N:27]([C:32]([O:34][C:35]([CH3:38])([CH3:37])[CH3:36])=[O:33])[CH2:26]1)[C:13]1[CH:18]=[CH:17][CH:16]=[CH:15][CH:14]=1. (6) Given the reactants [CH3:12][CH2:11][O:10][C:8](/N=N/[C:8]([O:10][CH2:11][CH3:12])=O)=O.COCCO.C1C=CC(P(C2C=CC=CC=2)C2C=CC=CC=2)=CC=1.[OH:37][N:38]1[C:42](=[O:43])[C:41]2=[CH:44][CH:45]=[CH:46][CH:47]=[C:40]2[C:39]1=[O:48], predict the reaction product. The product is: [CH3:8][O:10][CH2:11][CH2:12][O:37][N:38]1[C:42](=[O:43])[C:41]2[C:40](=[CH:47][CH:46]=[CH:45][CH:44]=2)[C:39]1=[O:48]. (7) Given the reactants [NH:1]1[C:5]2[CH:6]=[CH:7][CH:8]=[CH:9][C:4]=2[N:3]=[N:2]1.CC(C)([O-])C.[K+].[Br:16][C:17]1[CH:22]=[CH:21][CH:20]=[C:19]([CH2:23]Br)[CH:18]=1, predict the reaction product. The product is: [Br:16][C:17]1[CH:18]=[C:19]([CH:20]=[CH:21][CH:22]=1)[CH2:23][N:1]1[C:5]2[CH:6]=[CH:7][CH:8]=[CH:9][C:4]=2[N:3]=[N:2]1. (8) Given the reactants [OH:1][C:2]1[CH:27]=[CH:26][C:5]2[C:6](=[O:25])/[C:7](=[CH:9]/[C:10]3[C:18]4[C:13](=[N:14][C:15]([C:19]5[CH:24]=[CH:23][CH:22]=[CH:21][CH:20]=5)=[CH:16][CH:17]=4)[NH:12][CH:11]=3)/[O:8][C:4]=2[C:3]=1[CH2:28][N:29]1[CH2:34][CH2:33][N:32](C(OC(C)(C)C)=O)[CH2:31][CH2:30]1.[ClH:42], predict the reaction product. The product is: [ClH:42].[ClH:42].[ClH:42].[OH:1][C:2]1[CH:27]=[CH:26][C:5]2[C:6](=[O:25])/[C:7](=[CH:9]/[C:10]3[C:18]4[C:13](=[N:14][C:15]([C:19]5[CH:20]=[CH:21][CH:22]=[CH:23][CH:24]=5)=[CH:16][CH:17]=4)[NH:12][CH:11]=3)/[O:8][C:4]=2[C:3]=1[CH2:28][N:29]1[CH2:30][CH2:31][NH:32][CH2:33][CH2:34]1. (9) Given the reactants [Cl:1][C:2]1[C:20]([Cl:21])=[CH:19][C:5]([C:6]([NH:8][C:9]2[CH:18]=[CH:17][C:12]([C:13]([O:15]C)=[O:14])=[CH:11][CH:10]=2)=[O:7])=[C:4](F)[CH:3]=1.[Cl:23][C:24]1[CH:29]=[CH:28][C:27]([OH:30])=[C:26]([O:31][CH3:32])[CH:25]=1.C(=O)([O-])[O-].[K+].[K+].[OH-].[Na+], predict the reaction product. The product is: [Cl:1][C:2]1[C:20]([Cl:21])=[CH:19][C:5]([C:6]([NH:8][C:9]2[CH:18]=[CH:17][C:12]([C:13]([OH:15])=[O:14])=[CH:11][CH:10]=2)=[O:7])=[C:4]([O:30][C:27]2[CH:28]=[CH:29][C:24]([Cl:23])=[CH:25][C:26]=2[O:31][CH3:32])[CH:3]=1. (10) Given the reactants [NH2:1][C:2]1[CH:7]=[N:6][CH:5]=[CH:4][N:3]=1.N1C=CC=CC=1.Cl[C:15]([O:17][CH2:18][C:19]([Cl:22])([Cl:21])[Cl:20])=[O:16], predict the reaction product. The product is: [N:3]1[CH:4]=[CH:5][N:6]=[CH:7][C:2]=1[NH:1][C:15](=[O:16])[O:17][CH2:18][C:19]([Cl:22])([Cl:21])[Cl:20].